Dataset: Full USPTO retrosynthesis dataset with 1.9M reactions from patents (1976-2016). Task: Predict the reactants needed to synthesize the given product. The reactants are: C(O)(=O)C.[CH3:5][NH:6][NH2:7].[C:8]([CH:11]([C:23]1[CH:28]=[CH:27][C:26]([Cl:29])=[CH:25][C:24]=1[Cl:30])[C:12](=S)[NH:13][C:14]1[CH:19]=[CH:18][C:17]([F:20])=[CH:16][C:15]=1[F:21])(=O)[CH3:9]. Given the product [Cl:30][C:24]1[CH:25]=[C:26]([Cl:29])[CH:27]=[CH:28][C:23]=1[C:11]1[C:8]([CH3:9])=[N:7][N:6]([CH3:5])[C:12]=1[NH:13][C:14]1[CH:19]=[CH:18][C:17]([F:20])=[CH:16][C:15]=1[F:21], predict the reactants needed to synthesize it.